From a dataset of Full USPTO retrosynthesis dataset with 1.9M reactions from patents (1976-2016). Predict the reactants needed to synthesize the given product. (1) Given the product [Cl:35][C:30]1[CH:31]=[C:32]2[C:27](=[CH:28][CH:29]=1)[N:26]=[C:25]([O:1][C:2]1[CH:3]=[C:4]([CH3:23])[C:5]([CH:9]3[C:13](=[O:14])[CH:12]([CH2:15][CH:16]4[CH2:21][CH2:20][O:19][CH2:18][CH2:17]4)[CH2:11][C:10]3=[O:22])=[C:6]([CH3:8])[CH:7]=1)[CH:34]=[CH:33]2, predict the reactants needed to synthesize it. The reactants are: [OH:1][C:2]1[CH:7]=[C:6]([CH3:8])[C:5]([CH:9]2[C:13](=[O:14])[CH:12]([CH2:15][CH:16]3[CH2:21][CH2:20][O:19][CH2:18][CH2:17]3)[CH2:11][C:10]2=[O:22])=[C:4]([CH3:23])[CH:3]=1.Cl[C:25]1[CH:34]=[CH:33][C:32]2[C:27](=[CH:28][CH:29]=[C:30]([Cl:35])[CH:31]=2)[N:26]=1.C(=O)([O-])[O-].[K+].[K+]. (2) Given the product [C:22]([C:18]1[CH:17]=[C:16]([CH:21]=[CH:20][CH:19]=1)[O:15][C:5]([CH3:14])([CH2:6][C:7]1[CH:8]=[CH:9][C:10]([O:13][CH2:39][CH2:38][C:29]2[N:30]=[C:31]([C:33]3[S:34][CH:35]=[CH:36][CH:37]=3)[O:32][C:28]=2[CH3:27])=[CH:11][CH:12]=1)[C:4]([OH:3])=[O:26])([CH3:25])([CH3:24])[CH3:23], predict the reactants needed to synthesize it. The reactants are: C([O:3][C:4](=[O:26])[C:5]([O:15][C:16]1[CH:21]=[CH:20][CH:19]=[C:18]([C:22]([CH3:25])([CH3:24])[CH3:23])[CH:17]=1)([CH3:14])[CH2:6][C:7]1[CH:12]=[CH:11][C:10]([OH:13])=[CH:9][CH:8]=1)C.[CH3:27][C:28]1[O:32][C:31]([C:33]2[S:34][CH:35]=[CH:36][CH:37]=2)=[N:30][C:29]=1[CH2:38][CH2:39]OS(C1C=CC(C)=CC=1)(=O)=O. (3) Given the product [F:12][C:13]1[CH:18]=[CH:17][C:16]([C:19]2[C:28]([C@H:29]([F:40])[C:30]3[CH:35]=[CH:34][C:33]([C:36]([F:38])([F:39])[F:37])=[CH:32][CH:31]=3)=[C:27]([CH:41]([CH3:42])[CH3:43])[CH:26]=[C:25]3[C:20]=2[C@@H:21]([OH:46])[CH2:22][C:23]([CH3:44])([CH3:45])[O:24]3)=[CH:15][CH:14]=1, predict the reactants needed to synthesize it. The reactants are: N[C@@H]1C2C(=CC=CC=2)C[C@@H]1O.[F:12][C:13]1[CH:18]=[CH:17][C:16]([C:19]2[C:28]([C@@H:29]([F:40])[C:30]3[CH:35]=[CH:34][C:33]([C:36]([F:39])([F:38])[F:37])=[CH:32][CH:31]=3)=[C:27]([CH:41]([CH3:43])[CH3:42])[CH:26]=[C:25]3[C:20]=2[C:21](=[O:46])[CH2:22][C:23]([CH3:45])([CH3:44])[O:24]3)=[CH:15][CH:14]=1.CO. (4) The reactants are: [C:1]([C:5]1[CH:10]=[CH:9][C:8]([S:11]([N:14]([CH2:25][C:26](O)=[O:27])[C:15]2[CH:16]=[C:17]3[C:22](=[CH:23][CH:24]=2)[N:21]=[CH:20][CH:19]=[CH:18]3)(=[O:13])=[O:12])=[CH:7][CH:6]=1)([CH3:4])([CH3:3])[CH3:2].[CH2:29]([NH:36][CH2:37][CH3:38])[C:30]1[CH:35]=[CH:34][CH:33]=[CH:32][CH:31]=1. Given the product [CH2:29]([N:36]([CH2:37][CH3:38])[C:26](=[O:27])[CH2:25][N:14]([S:11]([C:8]1[CH:9]=[CH:10][C:5]([C:1]([CH3:2])([CH3:4])[CH3:3])=[CH:6][CH:7]=1)(=[O:13])=[O:12])[C:15]1[CH:16]=[C:17]2[C:22](=[CH:23][CH:24]=1)[N:21]=[CH:20][CH:19]=[CH:18]2)[C:30]1[CH:35]=[CH:34][CH:33]=[CH:32][CH:31]=1, predict the reactants needed to synthesize it. (5) Given the product [NH:9]1[C:1]([C:3]2[CH:4]=[N:5][CH:6]=[CH:7][CH:8]=2)=[N:2][N:11]=[N:10]1, predict the reactants needed to synthesize it. The reactants are: [C:1]([C:3]1[CH:4]=[N:5][CH:6]=[CH:7][CH:8]=1)#[N:2].[N-:9]=[N+:10]=[N-:11].[Na+].[Cl-].[NH4+].[Cl-].[Li+]. (6) Given the product [Cl:1][C:2]1[CH:31]=[CH:30][C:5]([CH2:6][N:7]2[C:15]3[C:10](=[CH:11][C:12]([CH:16]=[C:17]4[S:21][C:20]([N:22]5[CH2:28][CH2:27][CH2:26][N:25]([CH2:44][C:43]([F:51])([F:50])[F:42])[CH2:24][CH2:23]5)=[N:19][C:18]4=[O:29])=[CH:13][CH:14]=3)[CH:9]=[N:8]2)=[C:4]([C:32]([F:35])([F:34])[F:33])[CH:3]=1, predict the reactants needed to synthesize it. The reactants are: [Cl:1][C:2]1[CH:31]=[CH:30][C:5]([CH2:6][N:7]2[C:15]3[C:10](=[CH:11][C:12]([CH:16]=[C:17]4[S:21][C:20]([N:22]5[CH2:28][CH2:27][CH2:26][NH:25][CH2:24][CH2:23]5)=[N:19][C:18]4=[O:29])=[CH:13][CH:14]=3)[CH:9]=[N:8]2)=[C:4]([C:32]([F:35])([F:34])[F:33])[CH:3]=1.C(=O)([O-])[O-].[K+].[K+].[F:42][C:43]([F:51])([F:50])[CH2:44]OS(C)(=O)=O. (7) Given the product [Br:1][C:2]1[CH:3]=[C:4]([CH:8]=[CH:9][C:10]=1[O:11][CH3:12])[C:5]([NH:26][C:15]1[CH:16]=[CH:17][C:18]([N:20]2[CH2:25][CH2:24][O:23][CH2:22][CH2:21]2)=[CH:19][C:14]=1[CH3:13])=[O:7], predict the reactants needed to synthesize it. The reactants are: [Br:1][C:2]1[CH:3]=[C:4]([CH:8]=[CH:9][C:10]=1[O:11][CH3:12])[C:5]([OH:7])=O.[CH3:13][C:14]1[CH:19]=[C:18]([N:20]2[CH2:25][CH2:24][O:23][CH2:22][CH2:21]2)[CH:17]=[CH:16][C:15]=1[NH2:26].CCN=C=NCCCN(C)C.C1C=CC2N(O)N=NC=2C=1.CN1CCOCC1. (8) Given the product [N+:13]([C:5]1[CH:4]=[CH:3][C:2]([C:16]2[CH:21]=[CH:20][CH:19]=[CH:18][CH:17]=2)=[CH:12][C:6]=1[C:7]([O:9][CH2:10][CH3:11])=[O:8])([O-:15])=[O:14], predict the reactants needed to synthesize it. The reactants are: Cl[C:2]1[CH:3]=[CH:4][C:5]([N+:13]([O-:15])=[O:14])=[C:6]([CH:12]=1)[C:7]([O:9][CH2:10][CH3:11])=[O:8].[C:16]1(B(O)O)[CH:21]=[CH:20][CH:19]=[CH:18][CH:17]=1.[O-]P([O-])([O-])=O.[K+].[K+].[K+]. (9) Given the product [N:1]1([NH:7][C:8]([C:10]2[CH:11]=[CH:12][CH:13]=[C:14]3[S:20][C:19]4[CH:21]=[CH:22][CH:23]=[CH:24][C:18]=4[N:17]=[C:16]([C:31]4[CH:30]=[CH:29][C:28]([F:27])=[CH:33][N:32]=4)[C:15]=23)=[O:9])[CH2:6][CH2:5][CH2:4][CH2:3][CH2:2]1, predict the reactants needed to synthesize it. The reactants are: [N:1]1([NH:7][C:8]([C:10]2[CH:11]=[CH:12][CH:13]=[C:14]3[S:20][C:19]4[CH:21]=[CH:22][CH:23]=[CH:24][C:18]=4[N:17]=[C:16](Cl)[C:15]=23)=[O:9])[CH2:6][CH2:5][CH2:4][CH2:3][CH2:2]1.[Br-].[F:27][C:28]1[CH:29]=[CH:30][C:31]([Zn+])=[N:32][CH:33]=1.[NH4+].[Cl-].